This data is from Full USPTO retrosynthesis dataset with 1.9M reactions from patents (1976-2016). The task is: Predict the reactants needed to synthesize the given product. (1) The reactants are: [N:1]1([C:7]2[C:8]3[S:28][C:27]([CH2:29][N:30]4[CH2:35][CH2:34][N:33]([C:36]([CH3:41])([CH3:40])[C:37]([NH2:39])=[O:38])[CH2:32][CH2:31]4)=[CH:26][C:9]=3[N:10]=[C:11]([Sn](CCCC)(CCCC)CCCC)[N:12]=2)[CH2:6][CH2:5][O:4][CH2:3][CH2:2]1.Br[C:43]1[N:48]2[CH:49]=[N:50][N:51]=[C:47]2[CH:46]=[CH:45][CH:44]=1. Given the product [N:51]1[N:50]=[CH:49][N:48]2[C:43]([C:11]3[N:12]=[C:7]([N:1]4[CH2:6][CH2:5][O:4][CH2:3][CH2:2]4)[C:8]4[S:28][C:27]([CH2:29][N:30]5[CH2:31][CH2:32][N:33]([C:36]([CH3:40])([CH3:41])[C:37]([NH2:39])=[O:38])[CH2:34][CH2:35]5)=[CH:26][C:9]=4[N:10]=3)=[CH:44][CH:45]=[CH:46][C:47]=12, predict the reactants needed to synthesize it. (2) Given the product [CH:16]1([C:22]2[CH:27]=[CH:26][C:25]([C:28]3[N:32]([C:33]4[CH:38]=[CH:37][CH:36]=[CH:35][CH:34]=4)[N:31]=[C:30]([CH2:39][NH:15][CH2:14][CH2:13][N:10]4[CH2:9][CH2:8][N:7]([C:1]5[CH:2]=[CH:3][CH:4]=[CH:5][CH:6]=5)[CH2:12][CH2:11]4)[CH:29]=3)=[CH:24][CH:23]=2)[CH2:17][CH2:18][CH2:19][CH2:20][CH2:21]1, predict the reactants needed to synthesize it. The reactants are: [C:1]1([N:7]2[CH2:12][CH2:11][N:10]([CH2:13][CH2:14][NH2:15])[CH2:9][CH2:8]2)[CH:6]=[CH:5][CH:4]=[CH:3][CH:2]=1.[CH:16]1([C:22]2[CH:27]=[CH:26][C:25]([C:28]3[N:32]([C:33]4[CH:38]=[CH:37][CH:36]=[CH:35][CH:34]=4)[N:31]=[C:30]([CH:39]=O)[CH:29]=3)=[CH:24][CH:23]=2)[CH2:21][CH2:20][CH2:19][CH2:18][CH2:17]1. (3) Given the product [NH:14]1[C:15]2[C:20](=[CH:19][CH:18]=[CH:17][CH:16]=2)[CH:21]=[C:13]1[C:11]1[O:10][N:9]=[C:8]([CH:4]2[CH2:5][CH2:6][CH2:7][N:2]([C:28]([C:24]3[CH:25]=[N:26][O:27][C:23]=3[CH3:22])=[O:29])[CH2:3]2)[N:12]=1, predict the reactants needed to synthesize it. The reactants are: Cl.[NH:2]1[CH2:7][CH2:6][CH2:5][CH:4]([C:8]2[N:12]=[C:11]([C:13]3[NH:14][C:15]4[C:20]([CH:21]=3)=[CH:19][CH:18]=[CH:17][CH:16]=4)[O:10][N:9]=2)[CH2:3]1.[CH3:22][C:23]1[O:27][N:26]=[CH:25][C:24]=1[C:28](O)=[O:29]. (4) Given the product [CH2:1]([O:8][C:9]1[C:10]([O:24][CH3:25])=[CH:11][C:12]([C:18]2[N:22]=[C:21]([CH3:23])[O:20][N:19]=2)=[C:13]([C:15](=[O:17])[CH3:16])[CH:14]=1)[C:2]1[CH:7]=[CH:6][CH:5]=[CH:4][CH:3]=1, predict the reactants needed to synthesize it. The reactants are: [CH2:1]([O:8][C:9]1[C:10]([O:24][CH3:25])=[CH:11][C:12]([C:18]2[N:22]=[C:21]([CH3:23])[O:20][N:19]=2)=[C:13]([CH:15]([OH:17])[CH3:16])[CH:14]=1)[C:2]1[CH:7]=[CH:6][CH:5]=[CH:4][CH:3]=1.C(N(CC)CC)C.CS(C)=O.O. (5) Given the product [NH2:20][C:18]1[N:19]=[C:12]([OH:14])[C:11]2[CH2:10][CH2:9][CH2:8][C:3]3([CH2:7][CH2:6][CH2:5][CH2:4]3)[C:2]=2[N:17]=1, predict the reactants needed to synthesize it. The reactants are: O=[C:2]1[CH:11]([C:12]([O:14]C)=O)[CH2:10][CH2:9][CH2:8][C:3]21[CH2:7][CH2:6][CH2:5][CH2:4]2.Cl.[NH2:17][C:18]([NH2:20])=[NH:19].C(=O)([O-])[O-].[K+].[K+]. (6) The reactants are: C(N1C=CN=C1)(N1C=CN=C1)=O.[CH:13]1([C:19]2[C:20]3[CH:21]=[CH:22][C:23]([C:43]([OH:45])=O)=[CH:24][C:25]=3[N:26]3[CH2:32][C:31]([C:33]([O:35][CH3:36])=[O:34])=[CH:30][C:29]4[CH:37]=[C:38]([O:41][CH3:42])[CH:39]=[CH:40][C:28]=4[C:27]=23)[CH2:18][CH2:17][CH2:16][CH2:15][CH2:14]1.[S:46]([NH2:50])([NH2:49])(=[O:48])=[O:47].C1CCN2C(=NCCC2)CC1. Given the product [NH2:49][S:46]([NH:50][C:43]([C:23]1[CH:22]=[CH:21][C:20]2[C:19]([CH:13]3[CH2:14][CH2:15][CH2:16][CH2:17][CH2:18]3)=[C:27]3[C:28]4[CH:40]=[CH:39][C:38]([O:41][CH3:42])=[CH:37][C:29]=4[CH:30]=[C:31]([C:33]([O:35][CH3:36])=[O:34])[CH2:32][N:26]3[C:25]=2[CH:24]=1)=[O:45])(=[O:48])=[O:47], predict the reactants needed to synthesize it. (7) Given the product [O:8]1[C:3]2[CH:4]=[CH:5][CH:6]=[CH:7][C:2]=2[N:1]=[C:14]1[CH2:16][C:17]#[N:18], predict the reactants needed to synthesize it. The reactants are: [NH2:1][C:2]1[CH:7]=[CH:6][CH:5]=[CH:4][C:3]=1[OH:8].C(O)(=O)C.C(#N)[CH:14]([CH2:16][C:17]#[N:18])O.